This data is from Full USPTO retrosynthesis dataset with 1.9M reactions from patents (1976-2016). The task is: Predict the reactants needed to synthesize the given product. Given the product [NH:22]([C:2]1[CH:20]=[CH:19][C:5]([C:6]([NH:8][C:9]2[CH:14]=[CH:13][C:12]([C:15]([F:18])([F:17])[F:16])=[CH:11][CH:10]=2)=[O:7])=[CH:4][N:3]=1)[NH2:23], predict the reactants needed to synthesize it. The reactants are: Cl[C:2]1[CH:20]=[CH:19][C:5]([C:6]([NH:8][C:9]2[CH:14]=[CH:13][C:12]([C:15]([F:18])([F:17])[F:16])=[CH:11][CH:10]=2)=[O:7])=[CH:4][N:3]=1.O.[NH2:22][NH2:23].